Task: Predict the reactants needed to synthesize the given product.. Dataset: Full USPTO retrosynthesis dataset with 1.9M reactions from patents (1976-2016) (1) Given the product [CH3:8][C:7]([CH3:10])([CH3:9])[CH2:6][O:11][Si:2]([CH3:5])([CH3:4])[CH3:3], predict the reactants needed to synthesize it. The reactants are: Cl[Si:2]([CH3:5])([CH3:4])[CH3:3].[CH2:6]([OH:11])[C:7]([CH3:10])([CH3:9])[CH3:8].CN1C=CN=C1. (2) The reactants are: [CH2:1]([N:4]1[C:8](=[O:9])[NH:7][N:6]=[C:5]1[CH2:10][O:11][C:12]([C:25]1[CH:30]=[CH:29][CH:28]=[CH:27][CH:26]=1)([C:19]1[CH:24]=[CH:23][CH:22]=[CH:21][CH:20]=1)[C:13]1[CH:18]=[CH:17][CH:16]=[CH:15][CH:14]=1)[CH2:2][CH3:3].[F:31][C:32]([F:43])([F:42])[S:33][C:34]1[CH:41]=[CH:40][C:37]([CH2:38]Br)=[CH:36][CH:35]=1.C1CN2C(=NCCC2)NC1. Given the product [CH2:1]([N:4]1[C:8](=[O:9])[N:7]([CH2:38][C:37]2[CH:40]=[CH:41][C:34]([S:33][C:32]([F:43])([F:31])[F:42])=[CH:35][CH:36]=2)[N:6]=[C:5]1[CH2:10][O:11][C:12]([C:25]1[CH:30]=[CH:29][CH:28]=[CH:27][CH:26]=1)([C:19]1[CH:20]=[CH:21][CH:22]=[CH:23][CH:24]=1)[C:13]1[CH:18]=[CH:17][CH:16]=[CH:15][CH:14]=1)[CH2:2][CH3:3], predict the reactants needed to synthesize it. (3) Given the product [ClH:41].[CH:1]1([C:4]2[N:16]3[C:7]([C:8]4[CH:9]=[C:10]([C:35]5[CH:36]=[CH:37][CH:38]=[CH:39][CH:40]=5)[C:11]([C:17]5[CH:22]=[CH:21][C:20]([C:23]6([NH2:27])[CH2:24][CH2:25][CH2:26]6)=[CH:19][CH:18]=5)=[N:12][C:13]=4[CH:14]=[CH:15]3)=[N:6][N:5]=2)[CH2:2][CH2:3]1, predict the reactants needed to synthesize it. The reactants are: [CH:1]1([C:4]2[N:16]3[C:7]([C:8]4[CH:9]=[C:10]([C:35]5[CH:40]=[CH:39][CH:38]=[CH:37][CH:36]=5)[C:11]([C:17]5[CH:22]=[CH:21][C:20]([C:23]6([NH:27]C(=O)OC(C)(C)C)[CH2:26][CH2:25][CH2:24]6)=[CH:19][CH:18]=5)=[N:12][C:13]=4[CH:14]=[CH:15]3)=[N:6][N:5]=2)[CH2:3][CH2:2]1.[ClH:41].CCOC(C)=O. (4) Given the product [NH2:2][C:1]1[C:3]2[CH:8]=[CH:7][C:6](=[O:9])[N:5]([C:10]3[CH:15]=[CH:14][CH:13]=[CH:12][CH:11]=3)[C:4]=2[S:16][C:19]=1[C:20]#[N:21], predict the reactants needed to synthesize it. The reactants are: [C:1]([C:3]1[CH:8]=[CH:7][C:6](=[O:9])[N:5]([C:10]2[CH:15]=[CH:14][CH:13]=[CH:12][CH:11]=2)[C:4]=1[S-:16])#[N:2].[Na+].Cl[CH2:19][C:20]#[N:21].O. (5) Given the product [C:28]([CH:30]1[CH2:31][N:32]([C:34](=[O:58])[C@H:35]([NH:37][C:38]([C:40]2[C:48]3[C:43](=[N:44][CH:45]=[C:46]([C:9]4[C:8]5[C:12](=[CH:13][C:5]([C:1]([CH3:2])([CH3:3])[CH3:4])=[CH:6][CH:7]=5)[N:11]([CH3:14])[N:10]=4)[N:47]=3)[N:42]([CH2:50][O:51][CH2:52][CH2:53][Si:54]([CH3:57])([CH3:56])[CH3:55])[CH:41]=2)=[O:39])[CH3:36])[CH2:33]1)#[N:29], predict the reactants needed to synthesize it. The reactants are: [C:1]([C:5]1[CH:13]=[C:12]2[C:8]([C:9]([Sn](CCCC)(CCCC)CCCC)=[N:10][N:11]2[CH3:14])=[CH:7][CH:6]=1)([CH3:4])([CH3:3])[CH3:2].[C:28]([CH:30]1[CH2:33][N:32]([C:34](=[O:58])[C@H:35]([NH:37][C:38]([C:40]2[C:48]3[C:43](=[N:44][CH:45]=[C:46](Br)[N:47]=3)[N:42]([CH2:50][O:51][CH2:52][CH2:53][Si:54]([CH3:57])([CH3:56])[CH3:55])[CH:41]=2)=[O:39])[CH3:36])[CH2:31]1)#[N:29]. (6) Given the product [CH2:1]([O:8][CH2:9][CH2:10][O:11][C:12]1[CH:17]=[CH:16][C:15]([CH2:18][Br:25])=[CH:14][C:13]=1[O:20][C:21]([CH3:24])([CH3:23])[CH3:22])[C:2]1[CH:7]=[CH:6][CH:5]=[CH:4][CH:3]=1, predict the reactants needed to synthesize it. The reactants are: [CH2:1]([O:8][CH2:9][CH2:10][O:11][C:12]1[CH:17]=[CH:16][C:15]([CH2:18]O)=[CH:14][C:13]=1[O:20][C:21]([CH3:24])([CH3:23])[CH3:22])[C:2]1[CH:7]=[CH:6][CH:5]=[CH:4][CH:3]=1.[Br:25]C(Br)(Br)Br.C1(P(C2C=CC=CC=2)C2C=CC=CC=2)C=CC=CC=1. (7) Given the product [C:11]([NH:14][C:15]([NH:9][C:5]1[C:6]([F:8])=[CH:7][C:2]([Br:1])=[CH:3][C:4]=1[F:10])=[S:16])(=[O:13])[CH3:12], predict the reactants needed to synthesize it. The reactants are: [Br:1][C:2]1[CH:7]=[C:6]([F:8])[C:5]([NH2:9])=[C:4]([F:10])[CH:3]=1.[C:11]([N:14]=[C:15]=[S:16])(=[O:13])[CH3:12].O.